From a dataset of Forward reaction prediction with 1.9M reactions from USPTO patents (1976-2016). Predict the product of the given reaction. Given the reactants I[C:2]1[CH:7]=[CH:6][C:5]([N:8]2[CH2:13][CH2:12][CH:11]([CH:14]3[CH2:19][CH2:18][N:17]([C:20]([O:22][C:23]([CH3:26])([CH3:25])[CH3:24])=[O:21])[CH2:16][CH2:15]3)[CH2:10][CH2:9]2)=[CH:4][CH:3]=1.[NH:27]1[CH:31]=[N:30][CH:29]=[N:28]1.CNCCNC.[O-]P([O-])([O-])=O.[K+].[K+].[K+], predict the reaction product. The product is: [N:27]1([C:2]2[CH:7]=[CH:6][C:5]([N:8]3[CH2:13][CH2:12][CH:11]([CH:14]4[CH2:19][CH2:18][N:17]([C:20]([O:22][C:23]([CH3:26])([CH3:25])[CH3:24])=[O:21])[CH2:16][CH2:15]4)[CH2:10][CH2:9]3)=[CH:4][CH:3]=2)[CH:31]=[N:30][CH:29]=[N:28]1.